This data is from Catalyst prediction with 721,799 reactions and 888 catalyst types from USPTO. The task is: Predict which catalyst facilitates the given reaction. (1) Reactant: [CH3:1][O:2][CH2:3][C@H:4]([CH3:30])[O:5][C:6]1[CH:7]=[C:8]([CH:19]=[C:20]([C:22]([NH:24][C:25]2[CH:29]=[CH:28][NH:27][N:26]=2)=[O:23])[CH:21]=1)[O:9][C:10]1[CH:18]=[CH:17][C:13]([C:14](O)=[O:15])=[CH:12][CH:11]=1.[CH3:31][N:32](C(ON1N=NC2C=CC=NC1=2)=[N+](C)C)[CH3:33].F[P-](F)(F)(F)(F)F.CNC.CCN(C(C)C)C(C)C. Product: [CH3:31][N:32]([CH3:33])[C:14]([C:13]1[CH:17]=[CH:18][C:10]([O:9][C:8]2[CH:19]=[C:20]([CH:21]=[C:6]([O:5][C@@H:4]([CH3:30])[CH2:3][O:2][CH3:1])[CH:7]=2)[C:22]([NH:24][C:25]2[CH:29]=[CH:28][NH:27][N:26]=2)=[O:23])=[CH:11][CH:12]=1)=[O:15]. The catalyst class is: 18. (2) Reactant: [Br:1][C:2]1[CH:3]=[C:4]([CH:9]=[C:10]([C:12](=O)[NH2:13])[CH:11]=1)[C:5]([O:7][CH3:8])=[O:6]. Product: [Br:1][C:2]1[CH:3]=[C:4]([CH:9]=[C:10]([C:12]#[N:13])[CH:11]=1)[C:5]([O:7][CH3:8])=[O:6]. The catalyst class is: 265. (3) Reactant: Br[C:2]1[CH:3]=[C:4]([CH:15]=[CH:16][CH:17]=1)[N:5]([C:8]([O:10][C:11]([CH3:14])([CH3:13])[CH3:12])=[O:9])[CH2:6][CH3:7].C([Li])CCC.[S:23](Cl)([Cl:26])(=[O:25])=[O:24]. Product: [C:11]([O:10][C:8]([N:5]([CH2:6][CH3:7])[C:4]1[CH:15]=[CH:16][CH:17]=[C:2]([S:23]([Cl:26])(=[O:25])=[O:24])[CH:3]=1)=[O:9])([CH3:14])([CH3:13])[CH3:12]. The catalyst class is: 1. (4) Reactant: [CH3:1][O:2][C:3]1[CH:17]=[CH:16][C:6]([CH2:7][N:8]2[CH:12]=[C:11]([C:13](=[O:15])[CH3:14])[N:10]=[N:9]2)=[CH:5][CH:4]=1.[H-].[Na+].C[O:21][C:22](=O)[CH2:23][C:24]1[CH:29]=[CH:28][C:27]([F:30])=[CH:26][CH:25]=1. Product: [F:30][C:27]1[CH:28]=[CH:29][C:24]([CH2:23][C:22](=[O:21])[CH2:14][C:13]([C:11]2[N:10]=[N:9][N:8]([CH2:7][C:6]3[CH:16]=[CH:17][C:3]([O:2][CH3:1])=[CH:4][CH:5]=3)[CH:12]=2)=[O:15])=[CH:25][CH:26]=1. The catalyst class is: 1. (5) The catalyst class is: 2. Reactant: C(OC([N:8]1[CH2:11][C:10]([C:13]2[N:14]([CH3:39])[C:15]3[C:20]([N:21]=2)=[C:19]([N:22]2[CH2:27][CH2:26][O:25][CH2:24][CH2:23]2)[N:18]=[C:17]([N:28]2[C:32]4[CH:33]=[CH:34][CH:35]=[CH:36][C:31]=4[N:30]=[C:29]2[CH2:37][CH3:38])[N:16]=3)([OH:12])[CH2:9]1)=O)(C)(C)C.C(O)(C(F)(F)F)=O. Product: [CH2:37]([C:29]1[N:28]([C:17]2[N:16]=[C:15]3[C:20]([N:21]=[C:13]([C:10]4([OH:12])[CH2:11][NH:8][CH2:9]4)[N:14]3[CH3:39])=[C:19]([N:22]3[CH2:27][CH2:26][O:25][CH2:24][CH2:23]3)[N:18]=2)[C:32]2[CH:33]=[CH:34][CH:35]=[CH:36][C:31]=2[N:30]=1)[CH3:38]. (6) Reactant: [S:1]1[C:5]2[CH:6]=[CH:7][CH:8]=[CH:9][C:4]=2[C:3]([N:10]2[CH2:15][CH2:14][N:13]([CH2:16][CH2:17][C:18]3[CH:26]=[C:25]4[C:21]([CH2:22][CH:23]([N:29]([CH2:33][CH3:34])[C:30](=[O:32])[CH3:31])[C:24]4([CH3:28])[CH3:27])=[CH:20][CH:19]=3)[CH2:12][CH2:11]2)=[N:2]1.[CH3:35][S:36]([OH:39])(=[O:38])=[O:37]. Product: [CH3:35][S:36]([OH:39])(=[O:38])=[O:37].[S:1]1[C:5]2[CH:6]=[CH:7][CH:8]=[CH:9][C:4]=2[C:3]([N:10]2[CH2:15][CH2:14][N:13]([CH2:16][CH2:17][C:18]3[CH:26]=[C:25]4[C:21]([CH2:22][CH:23]([N:29]([CH2:33][CH3:34])[C:30](=[O:32])[CH3:31])[C:24]4([CH3:28])[CH3:27])=[CH:20][CH:19]=3)[CH2:12][CH2:11]2)=[N:2]1. The catalyst class is: 13.